From a dataset of Reaction yield outcomes from USPTO patents with 853,638 reactions. Predict the reaction yield, written as a fraction of the theoretical maximum amount of product (1.0 means a 100% yield; for example, 0.34 means a 34% yield). (1) The reactants are Br[C:2]1[CH:7]=[CH:6][C:5]([C:8]2[N:9]([CH2:15][C@@H:16]3[CH2:20][CH2:19][N:18]([C:21]([CH:23]4[CH2:25][CH2:24]4)=[O:22])[CH2:17]3)[C:10](=[O:14])[N:11]([CH3:13])[N:12]=2)=[CH:4][CH:3]=1.[NH:26]1[C:34]2[C:29](=[CH:30][C:31](B(O)O)=[CH:32][CH:33]=2)[CH:28]=[CH:27]1.[O-]P([O-])([O-])=O.[K+].[K+].[K+]. The catalyst is CCO.C1C=CC([P]([Pd]([P](C2C=CC=CC=2)(C2C=CC=CC=2)C2C=CC=CC=2)([P](C2C=CC=CC=2)(C2C=CC=CC=2)C2C=CC=CC=2)[P](C2C=CC=CC=2)(C2C=CC=CC=2)C2C=CC=CC=2)(C2C=CC=CC=2)C2C=CC=CC=2)=CC=1. The product is [CH:23]1([C:21]([N:18]2[CH2:19][CH2:20][C@@H:16]([CH2:15][N:9]3[C:8]([C:5]4[CH:6]=[CH:7][C:2]([C:31]5[CH:30]=[C:29]6[C:34](=[CH:33][CH:32]=5)[NH:26][CH:27]=[CH:28]6)=[CH:3][CH:4]=4)=[N:12][N:11]([CH3:13])[C:10]3=[O:14])[CH2:17]2)=[O:22])[CH2:25][CH2:24]1. The yield is 0.870. (2) The reactants are [F:1][C:2]([Si](C)(C)C)([F:4])[F:3].[Cl:9][C:10]1[CH:15]=[C:14]([O:16][CH3:17])[CH:13]=[CH:12][C:11]=1[CH:18]([CH3:28])[C:19]([C:21]1[CH:26]=[N:25][C:24]([CH3:27])=[CH:23][N:22]=1)=[O:20].O.O.O.[F-].C([N+](CCCC)(CCCC)CCCC)CCC.CC#N. The catalyst is C1COCC1.C(O)(C(F)(F)F)=O. The product is [Cl:9][C:10]1[CH:15]=[C:14]([O:16][CH3:17])[CH:13]=[CH:12][C:11]=1[CH:18]([CH3:28])[C:19]([C:21]1[CH:26]=[N:25][C:24]([CH3:27])=[CH:23][N:22]=1)([OH:20])[C:2]([F:4])([F:3])[F:1]. The yield is 0.240. (3) The reactants are [CH:1]1([C:7]2[CH:12]=[CH:11][C:10]([C:13]3[NH:17][CH:16]=[C:15]([CH2:18][OH:19])[CH:14]=3)=[CH:9][CH:8]=2)[CH2:6][CH2:5][CH2:4][CH2:3][CH2:2]1.C[N+]1([O-])CCOCC1. The catalyst is C(#N)C.C(OCC)(=O)C.[Ru]([O-])(=O)(=O)=O.C([N+](CCC)(CCC)CCC)CC. The product is [CH:1]1([C:7]2[CH:12]=[CH:11][C:10]([C:13]3[NH:17][CH:16]=[C:15]([CH:18]=[O:19])[CH:14]=3)=[CH:9][CH:8]=2)[CH2:2][CH2:3][CH2:4][CH2:5][CH2:6]1. The yield is 0.530. (4) The reactants are [C:1]([O-])([O-])=O.[K+].[K+].ClC(OC)=O.[C:12]([SiH2:16][O:17][C:18]([CH3:30])([CH3:29])[C:19]1[CH:20]=[C:21]([CH2:26][CH2:27][NH2:28])[CH:22]=[CH:23][C:24]=1[Cl:25])([CH3:15])([CH3:14])[CH3:13].[H-].[H-].[H-].[H-].[Li+].[Al+3].C(C(C(C([O-])=O)O)O)([O-])=O.[Na+].[K+].CCN(C(C)C)C(C)C.[CH3:58][C:59]([O:62][C:63](O[C:63]([O:62][C:59]([CH3:61])([CH3:60])[CH3:58])=[O:64])=[O:64])([CH3:61])[CH3:60]. The catalyst is C(Cl)Cl.C1COCC1. The product is [C:59]([O:62][C:63](=[O:64])[N:28]([CH2:27][CH2:26][C:21]1[CH:22]=[CH:23][C:24]([Cl:25])=[C:19]([C:18]([CH3:30])([CH3:29])[O:17][SiH2:16][C:12]([CH3:15])([CH3:14])[CH3:13])[CH:20]=1)[CH3:1])([CH3:61])([CH3:60])[CH3:58]. The yield is 0.910. (5) The reactants are [Cl-].[F:2][C:3]1[CH:28]=[CH:27][C:6]([CH2:7][P+](C2C=CC=CC=2)(C2C=CC=CC=2)C2C=CC=CC=2)=[CH:5][CH:4]=1.[H-].[Na+].[C:31]([O:35][C:36]([N:38]1[CH:43]2[CH2:44][CH2:45][CH:39]1[CH2:40][C:41](=O)[CH2:42]2)=[O:37])([CH3:34])([CH3:33])[CH3:32]. The catalyst is C1(C)C=CC=CC=1.O. The product is [C:31]([O:35][C:36]([N:38]1[CH:39]2[CH2:45][CH2:44][CH:43]1[CH2:42][C:41](=[CH:7][C:6]1[CH:5]=[CH:4][C:3]([F:2])=[CH:28][CH:27]=1)[CH2:40]2)=[O:37])([CH3:34])([CH3:32])[CH3:33]. The yield is 0.920. (6) The reactants are N(C(OC(C)C)=O)=NC(OC(C)C)=O.[OH:15][C@@H:16]1[CH2:20][CH2:19][N:18]([C:21]([O:23][C:24]([CH3:27])([CH3:26])[CH3:25])=[O:22])[CH2:17]1.[C:28]1(O)[CH:33]=[CH:32][CH:31]=[CH:30][CH:29]=1.C1(P(C2C=CC=CC=2)C2C=CC=CC=2)C=CC=CC=1. The catalyst is C1COCC1. The product is [O:15]([C@H:16]1[CH2:20][CH2:19][N:18]([C:21]([O:23][C:24]([CH3:27])([CH3:26])[CH3:25])=[O:22])[CH2:17]1)[C:28]1[CH:33]=[CH:32][CH:31]=[CH:30][CH:29]=1. The yield is 0.630. (7) The reactants are [NH:1]1[CH2:6][CH2:5][CH2:4][CH2:3][CH2:2]1.[N+:7]([C:10]1[CH:18]=[CH:17][C:13]([C:14](Cl)=[O:15])=[CH:12][CH:11]=1)([O-:9])=[O:8]. The catalyst is ClCCl. The product is [N+:7]([C:10]1[CH:11]=[CH:12][C:13]([C:14]([N:1]2[CH2:6][CH2:5][CH2:4][CH2:3][CH2:2]2)=[O:15])=[CH:17][CH:18]=1)([O-:9])=[O:8]. The yield is 0.990. (8) The reactants are C1COCC1.[CH2:6]([Mg]Cl)[C:7]1[CH:12]=[CH:11][CH:10]=[CH:9][CH:8]=1.[NH2:15][C:16]1[C:21](Br)=[N:20][C:19]([Br:23])=[C:18]([Cl:24])[N:17]=1. The catalyst is [Cl-].[Zn+2].[Cl-].Cl[Pd](Cl)([P](C1C=CC=CC=1)(C1C=CC=CC=1)C1C=CC=CC=1)[P](C1C=CC=CC=1)(C1C=CC=CC=1)C1C=CC=CC=1.O. The product is [NH2:15][C:16]1[C:21]([CH2:6][C:7]2[CH:12]=[CH:11][CH:10]=[CH:9][CH:8]=2)=[N:20][C:19]([Br:23])=[C:18]([Cl:24])[N:17]=1. The yield is 0.876. (9) The reactants are [NH2:1][CH2:2][C:3]([N:5]1[C:13]2[C:8](=[CH:9][C:10](/[CH:14]=[CH:15]/[CH:16]([C:21]3[CH:26]=[C:25]([Cl:27])[C:24]([F:28])=[C:23]([Cl:29])[CH:22]=3)[C:17]([F:20])([F:19])[F:18])=[CH:11][CH:12]=2)[CH:7]=[CH:6]1)=[O:4].[F:30][C:31]([F:37])([F:36])[CH2:32][C:33](O)=[O:34].C1CN([P+](ON2N=NC3C=CC=CC2=3)(N2CCCC2)N2CCCC2)CC1.F[P-](F)(F)(F)(F)F.CCN(C(C)C)C(C)C. The catalyst is C(Cl)Cl. The product is [Cl:27][C:25]1[CH:26]=[C:21]([CH:16]([C:17]([F:19])([F:20])[F:18])/[CH:15]=[CH:14]/[C:10]2[CH:9]=[C:8]3[C:13](=[CH:12][CH:11]=2)[N:5]([C:3](=[O:4])[CH2:2][NH:1][C:33](=[O:34])[CH2:32][C:31]([F:37])([F:36])[F:30])[CH:6]=[CH:7]3)[CH:22]=[C:23]([Cl:29])[C:24]=1[F:28]. The yield is 0.600.